This data is from Catalyst prediction with 721,799 reactions and 888 catalyst types from USPTO. The task is: Predict which catalyst facilitates the given reaction. (1) Reactant: [CH3:1][O:2][C:3]1[C:8]2[O:9][C:10]([CH3:12])=[CH:11][C:7]=2[C:6]([C:13]([OH:15])=[O:14])=[CH:5][CH:4]=1.[C:16](=O)([O-])[O-].[K+].[K+].S(OC)(OC)(=O)=O.O. Product: [CH3:16][O:14][C:13]([C:6]1[C:7]2[CH:11]=[C:10]([CH3:12])[O:9][C:8]=2[C:3]([O:2][CH3:1])=[CH:4][CH:5]=1)=[O:15]. The catalyst class is: 21. (2) Reactant: [CH2:1]([O:8][C:9]([NH:11][C:12]1[CH:20]=[CH:19][C:15]([C:16]([OH:18])=[O:17])=[CH:14][CH:13]=1)=[O:10])[C:2]1[CH:7]=[CH:6][CH:5]=[CH:4][CH:3]=1.CCN=C=NCCCN(C)C.Cl.[CH:33]1[C:45]2[N:44]([C@@H:46]([CH2:57][CH2:58][C:59]([O:61][CH2:62][CH2:63]O)=[O:60])[C:47]([O:49][CH2:50][C:51]3[CH:56]=[CH:55][CH:54]=[CH:53][CH:52]=3)=[O:48])[C:43]3[C:38](=[CH:39][CH:40]=[CH:41][CH:42]=3)[C:37]=2[CH:36]=[CH:35][CH:34]=1. Product: [CH:33]1[C:45]2[N:44]([C@@H:46]([CH2:57][CH2:58][C:59]([O:61][CH2:62][CH2:63][O:17][C:16](=[O:18])[C:15]3[CH:14]=[CH:13][C:12]([NH:11][C:9]([O:8][CH2:1][C:2]4[CH:3]=[CH:4][CH:5]=[CH:6][CH:7]=4)=[O:10])=[CH:20][CH:19]=3)=[O:60])[C:47]([O:49][CH2:50][C:51]3[CH:56]=[CH:55][CH:54]=[CH:53][CH:52]=3)=[O:48])[C:43]3[C:38](=[CH:39][CH:40]=[CH:41][CH:42]=3)[C:37]=2[CH:36]=[CH:35][CH:34]=1. The catalyst class is: 79. (3) Reactant: [Cl:1][C:2]1[CH:3]=[C:4]2[C:10]3([CH2:14][CH2:13][N:12]([C:15]([O:17][C:18]([CH3:21])([CH3:20])[CH3:19])=[O:16])[CH2:11]3)[CH2:9][NH:8][C:5]2=[CH:6][CH:7]=1.N1C=CC=CC=1.[F:28][C:29]([F:40])([F:39])[C:30](O[C:30](=[O:31])[C:29]([F:40])([F:39])[F:28])=[O:31]. Product: [Cl:1][C:2]1[CH:3]=[C:4]2[C:10]3([CH2:14][CH2:13][N:12]([C:15]([O:17][C:18]([CH3:21])([CH3:20])[CH3:19])=[O:16])[CH2:11]3)[CH2:9][N:8]([C:30](=[O:31])[C:29]([F:40])([F:39])[F:28])[C:5]2=[CH:6][CH:7]=1. The catalyst class is: 34. (4) Reactant: [NH2:1][CH2:2][CH2:3][C:4]1[C:12]2[C:7](=[CH:8][CH:9]=[CH:10][CH:11]=2)[NH:6][CH:5]=1.CCN(CC)CC.[S:20](Cl)([CH3:23])(=[O:22])=[O:21]. Product: [NH:6]1[C:7]2[C:12](=[CH:11][CH:10]=[CH:9][CH:8]=2)[C:4]([CH2:3][CH2:2][NH:1][S:20]([CH3:23])(=[O:22])=[O:21])=[CH:5]1. The catalyst class is: 2. (5) Reactant: C([O:3][C:4](=[O:36])[CH2:5][N:6]1[CH:10]=[C:9]([C:11]2[CH:16]=[CH:15][C:14]([CH3:17])=[C:13]([C:18](=[O:35])[C:19]3[CH:24]=[CH:23][C:22]([NH:25][C:26]4[CH:31]=[CH:30][C:29]([F:32])=[CH:28][C:27]=4[F:33])=[CH:21][C:20]=3[Cl:34])[CH:12]=2)[N:8]=[N:7]1)C.[Li+].[OH-].O.Cl. Product: [Cl:34][C:20]1[CH:21]=[C:22]([NH:25][C:26]2[CH:31]=[CH:30][C:29]([F:32])=[CH:28][C:27]=2[F:33])[CH:23]=[CH:24][C:19]=1[C:18]([C:13]1[CH:12]=[C:11]([C:9]2[N:8]=[N:7][N:6]([CH2:5][C:4]([OH:36])=[O:3])[CH:10]=2)[CH:16]=[CH:15][C:14]=1[CH3:17])=[O:35]. The catalyst class is: 191. (6) Reactant: [CH2:1]([N:8]([C:10]1([C:13]2[CH:18]=[CH:17][C:16]([C:19]#[C:20][Si](C)(C)C)=[CH:15][CH:14]=2)[CH2:12][CH2:11]1)[CH3:9])[C:2]1[CH:7]=[CH:6][CH:5]=[CH:4][CH:3]=1.C(=O)([O-])[O-].[K+].[K+]. Product: [CH2:1]([N:8]([C:10]1([C:13]2[CH:14]=[CH:15][C:16]([C:19]#[CH:20])=[CH:17][CH:18]=2)[CH2:12][CH2:11]1)[CH3:9])[C:2]1[CH:3]=[CH:4][CH:5]=[CH:6][CH:7]=1. The catalyst class is: 5.